This data is from Full USPTO retrosynthesis dataset with 1.9M reactions from patents (1976-2016). The task is: Predict the reactants needed to synthesize the given product. (1) The reactants are: [Br:1][C:2]1[CH:7]=[CH:6][C:5]([NH:8][C:9]([NH:11][NH:12][C:13](=O)[CH2:14][CH:15]2[CH2:18][N:17]([C:19]([O:21]C(C)(C)C)=O)[CH2:16]2)=[O:10])=[CH:4][CH:3]=1.C(=O)([O-])[O-].[K+].[K+].[CH:33](N(CC)C(C)C)(C)[CH3:34].[C:42](Cl)(=[O:45])[CH2:43][CH3:44]. Given the product [Br:1][C:2]1[CH:3]=[CH:4][C:5]([N:8]2[C:13]([CH2:14][CH:15]3[CH2:16][N:17]([C:19](=[O:21])[CH2:33][CH3:34])[CH2:18]3)=[N:12][N:11]([C:42](=[O:45])[CH2:43][CH3:44])[C:9]2=[O:10])=[CH:6][CH:7]=1, predict the reactants needed to synthesize it. (2) Given the product [NH2:7][CH2:8][C:9]1[N:10]=[CH:11][C:12]([NH:16][C:17]2[CH:22]=[CH:21][C:20]([O:23][CH3:24])=[CH:19][C:18]=2[C:25]([F:28])([F:26])[F:27])=[CH:13][C:14]=1[F:15], predict the reactants needed to synthesize it. The reactants are: C(OC(=O)[NH:7][CH2:8][C:9]1[C:14]([F:15])=[CH:13][C:12]([NH:16][C:17]2[CH:22]=[CH:21][C:20]([O:23][CH3:24])=[CH:19][C:18]=2[C:25]([F:28])([F:27])[F:26])=[CH:11][N:10]=1)(C)(C)C. (3) Given the product [CH3:1][N:2]([CH3:21])[C:3]1[N:7]([CH2:8][C:9]2[CH:14]=[CH:13][CH:12]=[CH:11][C:10]=2[F:15])[N:6]=[C:5]([C:16]([NH2:22])=[O:17])[CH:4]=1, predict the reactants needed to synthesize it. The reactants are: [CH3:1][N:2]([CH3:21])[C:3]1[N:7]([CH2:8][C:9]2[CH:14]=[CH:13][CH:12]=[CH:11][C:10]=2[F:15])[N:6]=[C:5]([C:16](OCC)=[O:17])[CH:4]=1.[NH3:22]. (4) Given the product [S:1]1(=[O:11])(=[O:12])[C:6]2[CH:7]=[CH:8][CH:9]=[CH:10][C:5]=2[CH2:4][NH:3][NH:2]1, predict the reactants needed to synthesize it. The reactants are: [S:1]1(=[O:12])(=[O:11])[C:6]2[CH:7]=[CH:8][CH:9]=[CH:10][C:5]=2[CH:4]=[N:3][NH:2]1. (5) Given the product [C:12]1([N:5]2[C:6]3[C:11](=[CH:10][CH:9]=[CH:8][N:7]=3)[C:2]([O:1][C:33](=[O:34])[CH2:32][CH2:31][CH2:30][CH2:29][CH2:28][CH2:27][C:21]3[CH:22]=[CH:23][CH:24]=[CH:25][CH:26]=3)=[CH:3][C:4]2=[O:18])[CH:13]=[CH:14][CH:15]=[CH:16][CH:17]=1, predict the reactants needed to synthesize it. The reactants are: [OH:1][C:2]1[C:11]2[C:6](=[N:7][CH:8]=[CH:9][CH:10]=2)[N:5]([C:12]2[CH:17]=[CH:16][CH:15]=[CH:14][CH:13]=2)[C:4](=[O:18])[CH:3]=1.[H-].[Na+].[C:21]1([CH2:27][CH2:28][CH2:29][CH2:30][CH2:31][CH2:32][C:33](Cl)=[O:34])[CH:26]=[CH:25][CH:24]=[CH:23][CH:22]=1.O. (6) Given the product [ClH:27].[Cl:27][C:24]1[CH:23]=[CH:22][C:21]([C:19]2[S:20][C:14]3[C:13](=[O:28])[N:12]([C:9]4[CH:10]=[CH:11][C:6]([O:5][CH:3]5[CH2:4][N:1]([CH:34]6[CH2:35][CH2:36][O:31][CH2:32][CH2:33]6)[CH2:2]5)=[C:7]([O:29][CH3:30])[CH:8]=4)[CH:17]=[CH:16][C:15]=3[N:18]=2)=[CH:26][CH:25]=1, predict the reactants needed to synthesize it. The reactants are: [NH:1]1[CH2:4][CH:3]([O:5][C:6]2[CH:11]=[CH:10][C:9]([N:12]3[CH:17]=[CH:16][C:15]4[N:18]=[C:19]([C:21]5[CH:26]=[CH:25][C:24]([Cl:27])=[CH:23][CH:22]=5)[S:20][C:14]=4[C:13]3=[O:28])=[CH:8][C:7]=2[O:29][CH3:30])[CH2:2]1.[O:31]1[CH2:36][CH2:35][C:34](=O)[CH2:33][CH2:32]1.C(O)(=O)C.C([BH3-])#N.[Na+]. (7) The reactants are: [Cl:1][C:2]1[CH:3]=[C:4]([N:8]2[CH2:13][CH2:12][NH:11][CH2:10][CH2:9]2)[CH:5]=[CH:6][CH:7]=1.[CH2:14]([OH:17])[C:15]#[CH:16].[CH2:18]=O.O. Given the product [ClH:1].[ClH:1].[Cl:1][C:2]1[CH:3]=[C:4]([N:8]2[CH2:13][CH2:12][N:11]([CH2:18][C:16]#[C:15][CH2:14][OH:17])[CH2:10][CH2:9]2)[CH:5]=[CH:6][CH:7]=1, predict the reactants needed to synthesize it.